This data is from Full USPTO retrosynthesis dataset with 1.9M reactions from patents (1976-2016). The task is: Predict the reactants needed to synthesize the given product. (1) Given the product [C:1]([C:4]1[C:5]([C:19](=[O:21])[CH3:20])=[C:6]([CH3:18])[N:7]([C:10]2[CH:15]=[CH:14][C:13]([O:16][CH2:23][CH3:24])=[CH:12][C:11]=2[CH3:17])[C:8]=1[CH3:9])(=[O:3])[CH3:2], predict the reactants needed to synthesize it. The reactants are: [C:1]([C:4]1[C:5]([C:19](=[O:21])[CH3:20])=[C:6]([CH3:18])[N:7]([C:10]2[CH:15]=[CH:14][C:13]([OH:16])=[CH:12][C:11]=2[CH3:17])[C:8]=1[CH3:9])(=[O:3])[CH3:2].Br[CH2:23][CH3:24].C([O-])([O-])=O.[K+].[K+]. (2) The reactants are: [NH2:1][C:2]1[CH:7]=[CH:6][CH:5]=[CH:4][C:3]=1[NH:8][C:9]1[C:22]([O:23][CH2:24][C:25]2[CH:30]=[CH:29][CH:28]=[CH:27][CH:26]=2)=[CH:21][C:20]2[C@:19]34[CH2:31][CH2:32][N:33]([C:34]([O:36][CH2:37][C:38]5[CH:43]=[CH:42][CH:41]=[CH:40][CH:39]=5)=[O:35])[C@@H:13]([C@@H:14]3[CH2:15][CH2:16][CH2:17][CH2:18]4)[CH2:12][C:11]=2[C:10]=1[CH3:44].[CH3:45][S:46](Cl)(=[O:48])=[O:47].O. Given the product [CH2:24]([O:23][C:22]1[C:9]([NH:8][C:3]2[CH:4]=[CH:5][CH:6]=[CH:7][C:2]=2[NH:1][S:46]([CH3:45])(=[O:48])=[O:47])=[C:10]([CH3:44])[C:11]2[CH2:12][C@H:13]3[N:33]([C:34]([O:36][CH2:37][C:38]4[CH:39]=[CH:40][CH:41]=[CH:42][CH:43]=4)=[O:35])[CH2:32][CH2:31][C@@:19]4([C:20]=2[CH:21]=1)[C@H:14]3[CH2:15][CH2:16][CH2:17][CH2:18]4)[C:25]1[CH:26]=[CH:27][CH:28]=[CH:29][CH:30]=1, predict the reactants needed to synthesize it. (3) Given the product [CH3:6][N:7]1[CH2:11][CH2:10][O:19][CH2:9][CH2:8]1.[CH3:13][N:14]1[CH2:18][CH2:17][O:12][CH2:16][CH2:15]1, predict the reactants needed to synthesize it. The reactants are: P([O-])([O-])([O-])=O.[CH3:6][N:7]1[C:11](=[O:12])[CH2:10][CH2:9][CH2:8]1.[CH3:13][N:14]1[CH2:18][CH2:17][CH2:16][C:15]1=[O:19]. (4) Given the product [CH3:1][Si:2]([CH3:21])([CH3:20])[CH2:3][CH2:4][O:5][CH2:6][N:7]1[C:11]2[CH:12]=[C:13]([C:15]([OH:17])=[O:16])[NH:14][C:10]=2[N:9]=[CH:8]1, predict the reactants needed to synthesize it. The reactants are: [CH3:1][Si:2]([CH3:21])([CH3:20])[CH2:3][CH2:4][O:5][CH2:6][N:7]1[C:11]2[CH:12]=[C:13]([C:15]([O:17]CC)=[O:16])[NH:14][C:10]=2[N:9]=[CH:8]1.[Li+].[OH-]. (5) Given the product [Br:20][C:17]1[CH:18]=[CH:19][C:14]([C:13]2[CH:27]=[CH:28][C:10]([C:21]3[CH:26]=[CH:25][N:24]=[CH:23][CH:22]=3)=[N:9][C:8]=2[C:5]2[CH:6]=[CH:7][C:2]([Br:1])=[CH:3][CH:4]=2)=[CH:15][CH:16]=1, predict the reactants needed to synthesize it. The reactants are: [Br:1][C:2]1[CH:7]=[CH:6][C:5]([C:8]2[N:9]=[C:10]([C:21]3[CH:26]=[CH:25][N:24]=[CH:23][CH:22]=3)N=N[C:13]=2[C:14]2[CH:19]=[CH:18][C:17]([Br:20])=[CH:16][CH:15]=2)=[CH:4][CH:3]=1.[C:27]1(C)C=CC(C)=C[CH:28]=1.C12CC(C=C1)C=C2.O. (6) Given the product [ClH:38].[NH2:7][C:8]1[CH2:9][O:10][CH2:11][CH2:12][C:13]([C:19]2[CH:24]=[C:23]([NH:25][C:26]([C:28]3[CH:33]=[CH:32][C:31]([C:34]#[N:35])=[CH:30][N:29]=3)=[O:27])[CH:22]=[CH:21][C:20]=2[F:36])([C:15]([F:18])([F:17])[F:16])[N:14]=1, predict the reactants needed to synthesize it. The reactants are: C(OC(=O)[NH:7][C:8]1[CH2:9][O:10][CH2:11][CH2:12][C:13]([C:19]2[CH:24]=[C:23]([NH:25][C:26]([C:28]3[CH:33]=[CH:32][C:31]([C:34]#[N:35])=[CH:30][N:29]=3)=[O:27])[CH:22]=[CH:21][C:20]=2[F:36])([C:15]([F:18])([F:17])[F:16])[N:14]=1)(C)(C)C.[Cl:38]CCl. (7) The reactants are: C(O)(C(F)(F)F)=O.[O:8]1[C:12]2[CH:13]=[CH:14][C:15]([CH:17]([C:31]#[N:32])[CH:18]3[CH2:23][CH2:22][N:21](C(OC(C)(C)C)=O)[CH2:20][CH2:19]3)=[CH:16][C:11]=2[O:10][CH2:9]1. Given the product [O:8]1[C:12]2[CH:13]=[CH:14][C:15]([CH:17]([CH:18]3[CH2:19][CH2:20][NH:21][CH2:22][CH2:23]3)[C:31]#[N:32])=[CH:16][C:11]=2[O:10][CH2:9]1, predict the reactants needed to synthesize it.